From a dataset of Forward reaction prediction with 1.9M reactions from USPTO patents (1976-2016). Predict the product of the given reaction. Given the reactants [C:1]([O:5][C:6](=[O:42])[N:7]([C:15]1[S:16][C:17]([CH:21](O)[C:22]2[C:30]3[C:25](=[N:26][CH:27]=[CH:28][CH:29]=3)[N:24]([Si](C(C)C)(C(C)C)C(C)C)[CH:23]=2)=[C:18]([Cl:20])[N:19]=1)[CH2:8][C:9]1[CH:14]=[CH:13][N:12]=[CH:11][CH:10]=1)([CH3:4])([CH3:3])[CH3:2].C([SiH](CC)CC)C.FC(F)(F)C(O)=O, predict the reaction product. The product is: [C:1]([O:5][C:6](=[O:42])[N:7]([C:15]1[S:16][C:17]([CH2:21][C:22]2[C:30]3[C:25](=[N:26][CH:27]=[CH:28][CH:29]=3)[NH:24][CH:23]=2)=[C:18]([Cl:20])[N:19]=1)[CH2:8][C:9]1[CH:14]=[CH:13][N:12]=[CH:11][CH:10]=1)([CH3:4])([CH3:2])[CH3:3].